This data is from Forward reaction prediction with 1.9M reactions from USPTO patents (1976-2016). The task is: Predict the product of the given reaction. (1) Given the reactants [CH3:1][O:2][C:3](=[O:22])[CH:4]([C:11]1[CH:16]=[CH:15][C:14](F)=[C:13]([C:18]([F:21])([F:20])[F:19])[CH:12]=1)[CH2:5][CH:6]1[CH2:10][CH2:9][CH2:8][CH2:7]1.[CH3:23][S-:24].[Na+].Cl, predict the reaction product. The product is: [CH3:1][O:2][C:3](=[O:22])[CH:4]([C:11]1[CH:16]=[CH:15][C:14]([S:24][CH3:23])=[C:13]([C:18]([F:21])([F:20])[F:19])[CH:12]=1)[CH2:5][CH:6]1[CH2:10][CH2:9][CH2:8][CH2:7]1. (2) Given the reactants [Cl:1][C:2]1[CH:7]=[CH:6][C:5]([C:8]2([C:12]3[C:21]4[C:16](=[CH:17][CH:18]=[C:19]([NH2:22])[CH:20]=4)[CH2:15][CH2:14][N:13]=3)[CH2:11][CH2:10][CH2:9]2)=[CH:4][CH:3]=1, predict the reaction product. The product is: [Cl:1][C:2]1[CH:3]=[CH:4][C:5]([C:8]2([C:12]3[C:21]4[C:16](=[CH:17][CH:18]=[C:19]([N:22]5[CH2:15][CH2:14][NH:13][CH2:12][CH2:8]5)[CH:20]=4)[CH2:15][CH2:14][N:13]=3)[CH2:11][CH2:10][CH2:9]2)=[CH:6][CH:7]=1. (3) Given the reactants [Br:1][C:2]1[CH:7]=[CH:6][C:5]([OH:8])=[CH:4][CH:3]=1.C(=O)([O-])[O-].[K+].[K+].[Br:15][CH2:16][CH2:17][CH2:18]Br.O, predict the reaction product. The product is: [Br:1][C:2]1[CH:7]=[CH:6][C:5]([O:8][CH2:18][CH2:17][CH2:16][Br:15])=[CH:4][CH:3]=1. (4) Given the reactants [Cl:1][C:2]1[CH:7]=[CH:6][C:5]([C:8]2([C:11]([N:13]3[CH2:17][C@@H:16]([OH:18])[CH2:15][C@H:14]3[C:19]([NH:21][C:22]3([C:25]#[N:26])[CH2:24][CH2:23]3)=[O:20])=[O:12])[CH2:10][CH2:9]2)=[CH:4][CH:3]=1.[C:27]1([S:33](Cl)(=[O:35])=[O:34])[CH:32]=[CH:31][CH:30]=[CH:29][CH:28]=1.C(N(CC)CC)C.O, predict the reaction product. The product is: [C:27]1([S:33]([O:18][C@H:16]2[CH2:15][C@@H:14]([C:19](=[O:20])[NH:21][C:22]3([C:25]#[N:26])[CH2:23][CH2:24]3)[N:13]([C:11]([C:8]3([C:5]4[CH:4]=[CH:3][C:2]([Cl:1])=[CH:7][CH:6]=4)[CH2:9][CH2:10]3)=[O:12])[CH2:17]2)(=[O:35])=[O:34])[CH:32]=[CH:31][CH:30]=[CH:29][CH:28]=1. (5) Given the reactants Cl.[NH2:2][OH:3].C(=O)([O-])O.[Na+].[F:9][C:10]1[CH:11]=[C:12]([N:16]2[C:20]([CH3:21])=[C:19]([C:22](=O)[CH3:23])[CH:18]=[N:17]2)[CH:13]=[CH:14][CH:15]=1, predict the reaction product. The product is: [F:9][C:10]1[CH:11]=[C:12]([N:16]2[C:20]([CH3:21])=[C:19]([C:22](=[N:2][OH:3])[CH3:23])[CH:18]=[N:17]2)[CH:13]=[CH:14][CH:15]=1. (6) Given the reactants [CH3:1][S:2]([N:5]1[CH2:26][CH2:25][C:8]2([C:12](=[O:13])[N:11]([C:14]3[CH:19]=[CH:18][C:17]([O:20][C:21]([F:24])([F:23])[F:22])=[CH:16][CH:15]=3)[CH2:10][CH2:9]2)[CH2:7][CH2:6]1)(=[O:4])=[O:3].[Li]CCCC.[CH:32]1([CH:35]=[O:36])[CH2:34][CH2:33]1, predict the reaction product. The product is: [CH:32]1([CH:35]([OH:36])[CH2:1][S:2]([N:5]2[CH2:6][CH2:7][C:8]3([C:12](=[O:13])[N:11]([C:14]4[CH:15]=[CH:16][C:17]([O:20][C:21]([F:23])([F:22])[F:24])=[CH:18][CH:19]=4)[CH2:10][CH2:9]3)[CH2:25][CH2:26]2)(=[O:4])=[O:3])[CH2:34][CH2:33]1. (7) Given the reactants [Cl:1][C:2]1[CH:7]=[C:6]([Cl:8])[CH:5]=[CH:4][C:3]=1[C:9]1[N:10]2[N:17]=[C:16]([CH3:18])[C:15](C=O)=[C:11]2[O:12][C:13]=1[CH3:14].C1C=C(Cl)C=C(C(OO)=[O:29])C=1.C([O-])([O-])=O.[K+].[K+].CO, predict the reaction product. The product is: [Cl:1][C:2]1[CH:7]=[C:6]([Cl:8])[CH:5]=[CH:4][C:3]=1[C:9]1[N:10]2[N:17]=[C:16]([CH3:18])[C:15]([OH:29])=[C:11]2[O:12][C:13]=1[CH3:14]. (8) Given the reactants [CH3:1][C:2]1[CH:7]=[C:6]([CH3:8])[CH:5]=[CH:4][C:3]=1[NH:9][C:10](=[O:37])[CH2:11][N:12]([CH2:19][C:20]1[CH:25]=[CH:24][C:23]([CH2:26][C:27]([CH3:36])([CH3:35])[C:28]([O:30]C(C)(C)C)=[O:29])=[CH:22][CH:21]=1)[CH2:13][C:14]1[O:15][CH:16]=[CH:17][CH:18]=1.FC(F)(F)C(O)=O, predict the reaction product. The product is: [CH3:1][C:2]1[CH:7]=[C:6]([CH3:8])[CH:5]=[CH:4][C:3]=1[NH:9][C:10](=[O:37])[CH2:11][N:12]([CH2:19][C:20]1[CH:21]=[CH:22][C:23]([CH2:26][C:27]([CH3:35])([CH3:36])[C:28]([OH:30])=[O:29])=[CH:24][CH:25]=1)[CH2:13][C:14]1[O:15][CH:16]=[CH:17][CH:18]=1. (9) The product is: [CH2:7]([O:9][C:10]([C@@H:12]1[CH2:16][C:15]([C:17]2[CH:22]=[CH:21][C:20]([CH3:23])=[CH:19][N:18]=2)=[C:14]([CH3:24])[C@H:13]1[OH:25])=[O:11])[CH3:8]. Given the reactants C(=O)([O-])[O-].[K+].[K+].[CH2:7]([O:9][C:10]([C@@H:12]1[CH2:16][C:15]([C:17]2[CH:22]=[CH:21][C:20]([CH3:23])=[CH:19][N:18]=2)=[C:14]([CH3:24])[C@H:13]1[O:25]C(=O)C)=[O:11])[CH3:8], predict the reaction product.